Predict the reaction yield, written as a fraction of the theoretical maximum amount of product (1.0 means a 100% yield; for example, 0.34 means a 34% yield). From a dataset of Reaction yield outcomes from USPTO patents with 853,638 reactions. (1) The reactants are [Br:1][C:2]1[CH:7]=[CH:6][C:5]([C@@H:8]2[O:13][CH2:12][CH2:11][NH:10][CH2:9]2)=[CH:4][CH:3]=1.C(N(CC)C(C)C)(C)C.[C:23](O[C:23]([O:25][C:26]([CH3:29])([CH3:28])[CH3:27])=[O:24])([O:25][C:26]([CH3:29])([CH3:28])[CH3:27])=[O:24]. The catalyst is C1COCC1. The product is [Br:1][C:2]1[CH:3]=[CH:4][C:5]([C@@H:8]2[O:13][CH2:12][CH2:11][N:10]([C:23]([O:25][C:26]([CH3:29])([CH3:28])[CH3:27])=[O:24])[CH2:9]2)=[CH:6][CH:7]=1. The yield is 0.920. (2) The reactants are CCN(C(C)C)C(C)C.[Br:10][C:11]1[CH:12]=[C:13]2[C:18](Cl)=[C:17]([C:20]([NH2:22])=[O:21])[CH:16]=[N:15][N:14]2[CH:23]=1.Cl.[NH2:25][C@@H:26]([C@H:28]([C:31]1[O:32][CH:33]=[C:34]([C:36]([NH2:38])=[O:37])[N:35]=1)[CH2:29][CH3:30])[CH3:27]. The catalyst is CN(C=O)C. The product is [Br:10][C:11]1[CH:12]=[C:13]2[C:18]([NH:25][C@@H:26]([C@H:28]([C:31]3[O:32][CH:33]=[C:34]([C:36]([NH2:38])=[O:37])[N:35]=3)[CH2:29][CH3:30])[CH3:27])=[C:17]([C:20](=[O:21])[NH2:22])[CH:16]=[N:15][N:14]2[CH:23]=1. The yield is 0.940. (3) The reactants are [Cl:1][C:2]1[CH:7]=[C:6]([NH:8][CH2:9][CH2:10][CH2:11][C:12]2[CH:17]=[CH:16][CH:15]=[CH:14][CH:13]=2)[C:5]([NH2:18])=[CH:4][C:3]=1[CH3:19].[NH:20]1[C:28](=[O:29])[C:26](=O)[C:24](=O)[NH:23][C:21]1=[O:22].B(O)(O)O. The catalyst is C(O)(=O)C. The product is [Cl:1][C:2]1[C:3]([CH3:19])=[CH:4][C:5]2[N:18]=[C:26]3[C:24]([N:8]([CH2:9][CH2:10][CH2:11][C:12]4[CH:17]=[CH:16][CH:15]=[CH:14][CH:13]=4)[C:6]=2[CH:7]=1)=[N:23][C:21](=[O:22])[NH:20][C:28]3=[O:29]. The yield is 0.330.